This data is from Reaction yield outcomes from USPTO patents with 853,638 reactions. The task is: Predict the reaction yield, written as a fraction of the theoretical maximum amount of product (1.0 means a 100% yield; for example, 0.34 means a 34% yield). (1) The reactants are CC1C=CC(CP(=O)OCC2C=CC=CC=2)=CC=1.[H-].[Na+].C([O:28][C:29]([CH:31]([CH2:45][CH2:46][C:47]([O:49]CC1C=CC=CC=1)=[O:48])[CH2:32][P:33]([CH2:36][CH2:37][CH2:38][C:39]1[CH:44]=[CH:43][CH:42]=[CH:41][CH:40]=1)(=[O:35])[OH:34])=[O:30])C1C=CC=CC=1.Cl. The catalyst is C1COCC1.CCOC(C)=O. The product is [C:39]1([CH2:38][CH2:37][CH2:36][P:33]([CH2:32][CH:31]([CH2:45][CH2:46][C:47]([OH:49])=[O:48])[C:29]([OH:30])=[O:28])([OH:35])=[O:34])[CH:44]=[CH:43][CH:42]=[CH:41][CH:40]=1. The yield is 0.700. (2) The reactants are [C:1]1([CH2:7][CH:8]([NH:12][C:13]2[CH:18]=[CH:17][CH:16]=[CH:15][CH:14]=2)[C:9]([OH:11])=[O:10])[CH:6]=[CH:5][CH:4]=[CH:3][CH:2]=1.Cl.C1CCC(N=C=NC2CCCCC2)CC1.C1C=CC2N(O)N=NC=2C=1.[N:45]12[CH2:52][CH2:51][CH:48]([CH2:49][CH2:50]1)[C@@H:47](O)[CH2:46]2. The catalyst is O1CCOCC1.C1COCC1. The product is [N:45]12[CH2:52][CH2:51][CH:48]([CH2:49][CH2:50]1)[C@@H:47]([O:10][C:9](=[O:11])[C@@H:8]([NH:12][C:13]1[CH:18]=[CH:17][CH:16]=[CH:15][CH:14]=1)[CH2:7][C:1]1[CH:2]=[CH:3][CH:4]=[CH:5][CH:6]=1)[CH2:46]2. The yield is 0.200. (3) The reactants are [CH3:1][O:2][C:3]1[CH:8]=[CH:7][C:6]([C:9]2[CH2:14][CH2:13][N:12]([C:15]([O:17][C:18]([CH3:21])([CH3:20])[CH3:19])=[O:16])[CH2:11][C:10]=2[C:22]([O:24][CH2:25][CH3:26])=[O:23])=[CH:5][CH:4]=1.[Mg].[Na].[Cl-].[NH4+]. The catalyst is CO.C(O)C. The product is [CH3:1][O:2][C:3]1[CH:8]=[CH:7][C:6]([C@@H:9]2[CH2:14][CH2:13][N:12]([C:15]([O:17][C:18]([CH3:21])([CH3:19])[CH3:20])=[O:16])[CH2:11][C@H:10]2[C:22]([O:24][CH2:25][CH3:26])=[O:23])=[CH:5][CH:4]=1. The yield is 0.580. (4) The product is [C:19]([O:18][C:16](=[O:17])[NH:15][C@H:8]([CH2:7][C:4]1[CH:5]=[CH:6][C:1]([C:23]2[CH:28]=[CH:27][CH:26]=[CH:25][CH:24]=2)=[CH:2][CH:3]=1)[CH2:9][C@@H:10]([CH3:14])[C:11]([NH:33][S:30]([CH3:29])(=[O:32])=[O:31])=[O:12])([CH3:22])([CH3:21])[CH3:20]. The reactants are [C:1]1([C:23]2[CH:28]=[CH:27][CH:26]=[CH:25][CH:24]=2)[CH:6]=[CH:5][C:4]([CH2:7][C@@H:8]([NH:15][C:16]([O:18][C:19]([CH3:22])([CH3:21])[CH3:20])=[O:17])[CH2:9][C@@H:10]([CH3:14])[C:11](O)=[O:12])=[CH:3][CH:2]=1.[CH3:29][S:30]([NH2:33])(=[O:32])=[O:31].CCN=C=NCCCN(C)C.Cl.ON1C2N=CC=CC=2N=N1.CCN(C(C)C)C(C)C. The catalyst is CN(C=O)C. The yield is 0.550. (5) The reactants are [Cl:1][C:2]1[CH:27]=[CH:26][C:5]2[N:6]([CH2:23][CH2:24]Cl)[C:7]([CH2:9][N:10]3[C:14]4=[CH:15][N:16]=[CH:17][CH:18]=[C:13]4[C:12]([S:19]([CH3:22])(=[O:21])=[O:20])=[N:11]3)=[N:8][C:4]=2[CH:3]=1.[NH:28]1[CH2:32][CH2:31][CH:30]([OH:33])[CH2:29]1. The catalyst is CC#N. The product is [Cl:1][C:2]1[CH:27]=[CH:26][C:5]2[N:6]([CH2:23][CH2:24][N:28]3[CH2:32][CH2:31][CH:30]([OH:33])[CH2:29]3)[C:7]([CH2:9][N:10]3[C:14]4=[CH:15][N:16]=[CH:17][CH:18]=[C:13]4[C:12]([S:19]([CH3:22])(=[O:21])=[O:20])=[N:11]3)=[N:8][C:4]=2[CH:3]=1. The yield is 0.0600. (6) The reactants are [CH:1]1([N:5]2[CH2:10][CH2:9][CH:8]([CH2:11][C:12]([O:14]CC)=[O:13])[CH2:7][CH2:6]2)[CH2:4][CH2:3][CH2:2]1.Cl. No catalyst specified. The product is [CH:1]1([N:5]2[CH2:6][CH2:7][CH:8]([CH2:11][C:12]([OH:14])=[O:13])[CH2:9][CH2:10]2)[CH2:2][CH2:3][CH2:4]1. The yield is 0.685.